From a dataset of Reaction yield outcomes from USPTO patents with 853,638 reactions. Predict the reaction yield, written as a fraction of the theoretical maximum amount of product (1.0 means a 100% yield; for example, 0.34 means a 34% yield). (1) The reactants are [O:1]1[CH:5]=[CH:4][CH:3]=[C:2]1[CH:6]=O.[F:8][C:9]1[CH:10]=[C:11]([CH:23]=[CH:24][CH:25]=1)[CH2:12][O:13][C:14]1[CH:15]=[C:16]([CH2:20][CH2:21][NH2:22])[CH:17]=[CH:18][CH:19]=1.[BH4-].[Na+]. The catalyst is C(O)C. The product is [F:8][C:9]1[CH:10]=[C:11]([CH:23]=[CH:24][CH:25]=1)[CH2:12][O:13][C:14]1[CH:15]=[C:16]([CH2:20][CH2:21][NH:22][CH2:6][C:2]2[O:1][CH:5]=[CH:4][CH:3]=2)[CH:17]=[CH:18][CH:19]=1. The yield is 0.680. (2) The reactants are [NH2:1][C:2]1[CH:7]=[C:6]([Cl:8])[C:5]([N+:9]([O-:11])=[O:10])=[CH:4][C:3]=1[OH:12].[S:13]1[CH:17]=[CH:16][N:15]=[C:14]1[CH:18]=O.C. No catalyst specified. The product is [Cl:8][C:6]1[C:5]([N+:9]([O-:11])=[O:10])=[CH:4][C:3]2[O:12][C:18]([C:14]3[S:13][CH:17]=[CH:16][N:15]=3)=[N:1][C:2]=2[CH:7]=1. The yield is 0.630. (3) The reactants are [N:1]1[CH:6]=[CH:5][N:4]=[CH:3][C:2]=1[NH:7][C:8]([N:10]1[CH2:13][CH:12]([O:14][C:15]2[CH:20]=[CH:19][C:18](Br)=[CH:17][N:16]=2)[CH2:11]1)=[O:9].[F:22][C:23]1[CH:28]=[CH:27][CH:26]=[CH:25][C:24]=1B(O)O.C(=O)([O-])[O-].[K+].[K+].C(Cl)Cl. The catalyst is C(OCC)(=O)C.C1COCC1.O. The product is [N:1]1[CH:6]=[CH:5][N:4]=[CH:3][C:2]=1[NH:7][C:8]([N:10]1[CH2:13][CH:12]([O:14][C:15]2[CH:20]=[CH:19][C:18]([C:24]3[CH:25]=[CH:26][CH:27]=[CH:28][C:23]=3[F:22])=[CH:17][N:16]=2)[CH2:11]1)=[O:9]. The yield is 0.640.